This data is from Full USPTO retrosynthesis dataset with 1.9M reactions from patents (1976-2016). The task is: Predict the reactants needed to synthesize the given product. (1) Given the product [C:39]([NH:1][CH2:2][CH2:3][C:4]([NH:6][C:7]1[CH:12]=[CH:11][CH:10]=[C:9]([C:13]2[C:22]3[C:17](=[CH:18][C:19]([O:28][CH3:29])=[C:20]4[O:25][C:24]([CH3:27])([CH3:26])[CH2:23][C:21]4=3)[CH2:16][C:15]([CH3:31])([CH3:30])[N:14]=2)[CH:8]=1)=[O:5])(=[O:41])[CH3:40], predict the reactants needed to synthesize it. The reactants are: [NH2:1][CH2:2][CH2:3][C:4]([NH:6][C:7]1[CH:12]=[CH:11][CH:10]=[C:9]([C:13]2[C:22]3[C:17](=[CH:18][C:19]([O:28][CH3:29])=[C:20]4[O:25][C:24]([CH3:27])([CH3:26])[CH2:23][C:21]4=3)[CH2:16][C:15]([CH3:31])([CH3:30])[N:14]=2)[CH:8]=1)=[O:5].C(N(CC)CC)C.[C:39](Cl)(=[O:41])[CH3:40].O. (2) Given the product [O:1]([C:2]1[CH:3]=[CH:4][C:5]([CH2:8][CH2:9][CH:10]([CH2:15][CH2:16][CH2:17][C:18]2[CH:19]=[CH:20][CH:21]=[CH:22][CH:23]=2)[C:11]([O:13][CH3:14])=[O:12])=[CH:6][CH:7]=1)[C:30]1[CH:35]=[CH:34][CH:33]=[CH:32][CH:31]=1, predict the reactants needed to synthesize it. The reactants are: [OH:1][C:2]1[CH:7]=[CH:6][C:5]([CH2:8][CH2:9][CH:10]([CH2:15][CH2:16][CH2:17][C:18]2[CH:23]=[CH:22][CH:21]=[CH:20][CH:19]=2)[C:11]([O:13][CH3:14])=[O:12])=[CH:4][CH:3]=1.N1C=CC=CC=1.[C:30]1(B(O)O)[CH:35]=[CH:34][CH:33]=[CH:32][CH:31]=1.O. (3) Given the product [Br:9][C:10]1[C:11]([NH:17][CH:18]([C:20]2[CH:25]=[CH:24][C:23]([F:26])=[CH:22][CH:21]=2)[CH3:19])=[N:12][C:13]([NH:1][C:2]2[CH:7]=[CH:6][CH:5]=[C:4]([OH:8])[CH:3]=2)=[N:14][CH:15]=1, predict the reactants needed to synthesize it. The reactants are: [NH2:1][C:2]1[CH:3]=[C:4]([OH:8])[CH:5]=[CH:6][CH:7]=1.[Br:9][C:10]1[C:11]([NH:17][CH:18]([C:20]2[CH:25]=[CH:24][C:23]([F:26])=[CH:22][CH:21]=2)[CH3:19])=[N:12][C:13](Cl)=[N:14][CH:15]=1. (4) Given the product [CH3:24][O:23][C:21]1[CH:22]=[C:17]([C:15]([C@H:3]2[C@@:2]3([CH3:1])[C@H:11]([O:32]3)[CH2:10][C@@H:9]3[C@:4]2([CH3:14])[CH2:5][CH2:6][CH2:7][C:8]3([CH3:12])[CH3:13])=[O:16])[CH:18]=[C:19]([O:25][CH3:26])[CH:20]=1, predict the reactants needed to synthesize it. The reactants are: [CH3:1][C:2]1[C@H:3]([C:15]([C:17]2[CH:22]=[C:21]([O:23][CH3:24])[CH:20]=[C:19]([O:25][CH3:26])[CH:18]=2)=[O:16])[C@:4]2([CH3:14])[C@@H:9]([CH2:10][CH:11]=1)[C:8]([CH3:13])([CH3:12])[CH2:7][CH2:6][CH2:5]2.ClC1C=C(C=CC=1)C(OO)=[O:32]. (5) Given the product [CH2:38]([O:37][C:35](=[O:36])[CH2:34][O:22][C:10]1[CH:11]=[C:12]([F:21])[C:13]([N:15]2[CH2:16][CH2:17][O:18][CH2:19][CH2:20]2)=[CH:14][C:9]=1[C:8](=[O:23])[NH:7][CH2:6][C:5]1[CH:24]=[CH:25][C:2]([Br:1])=[CH:3][C:4]=1[F:26])[CH3:39], predict the reactants needed to synthesize it. The reactants are: [Br:1][C:2]1[CH:25]=[CH:24][C:5]([CH2:6][NH:7][C:8](=[O:23])[C:9]2[CH:14]=[C:13]([N:15]3[CH2:20][CH2:19][O:18][CH2:17][CH2:16]3)[C:12]([F:21])=[CH:11][C:10]=2[OH:22])=[C:4]([F:26])[CH:3]=1.C([O-])([O-])=O.[K+].[K+].Br[CH2:34][C:35]([O:37][CH2:38][CH3:39])=[O:36].Cl. (6) Given the product [O:20]=[C:18]([CH3:23])[CH2:17][C:15]1[CH:14]=[CH:13][N:12]=[C:11]([NH:10][C:8](=[O:9])[O:7][C:3]([CH3:4])([CH3:5])[CH3:6])[CH:16]=1, predict the reactants needed to synthesize it. The reactants are: C[Li].[C:3]([O:7][C:8]([NH:10][C:11]1[CH:16]=[C:15]([CH2:17][C:18]([O:20]CC)=O)[CH:14]=[CH:13][N:12]=1)=[O:9])([CH3:6])([CH3:5])[CH3:4].[CH:23](O)(C)C.